This data is from Forward reaction prediction with 1.9M reactions from USPTO patents (1976-2016). The task is: Predict the product of the given reaction. The product is: [CH2:1]([S:3]([C:6]1[CH:7]=[CH:8][C:9]([CH2:10][NH:11][C:12]([C:14]2[CH:15]=[C:16]3[CH2:22][NH:21][CH:20]([CH:23]4[CH2:24][CH2:29][O:28][CH2:25]4)[C:17]3=[N:18][CH:19]=2)=[O:13])=[CH:26][CH:27]=1)(=[O:5])=[O:4])[CH3:2]. Given the reactants [CH2:1]([S:3]([C:6]1[CH:27]=[CH:26][C:9]([CH2:10][NH:11][C:12]([C:14]2[CH:15]=[C:16]3[CH2:22][NH:21][C@@H:20]([CH:23]([CH3:25])[CH3:24])[C:17]3=[N:18][CH:19]=2)=[O:13])=[CH:8][CH:7]=1)(=[O:5])=[O:4])[CH3:2].[O:28]1CCC(C2C3=NC=CC=C3CN2C([O-])=O)[CH2:29]1, predict the reaction product.